This data is from Catalyst prediction with 721,799 reactions and 888 catalyst types from USPTO. The task is: Predict which catalyst facilitates the given reaction. Reactant: Cl.[NH2:2][OH:3].C(N(CC)CC)C.[Cl:11][C:12]1[CH:17]=[CH:16][C:15]([C:18]2[N:22]([CH2:23][C@H:24]([OH:29])[C:25]([F:28])([F:27])[F:26])[C:21](=[O:30])[N:20]([CH2:31][C:32]([NH:34][C@H:35]([C:46]#[N:47])[C:36]3[CH:41]=[CH:40][CH:39]=[C:38]([C:42]([F:45])([F:44])[F:43])[CH:37]=3)=[O:33])[N:19]=2)=[CH:14][CH:13]=1. Product: [NH2:47]/[C:46](=[N:2]\[OH:3])/[CH:35]([NH:34][C:32](=[O:33])[CH2:31][N:20]1[C:21](=[O:30])[N:22]([CH2:23][C@H:24]([OH:29])[C:25]([F:26])([F:27])[F:28])[C:18]([C:15]2[CH:16]=[CH:17][C:12]([Cl:11])=[CH:13][CH:14]=2)=[N:19]1)[C:36]1[CH:41]=[CH:40][CH:39]=[C:38]([C:42]([F:43])([F:44])[F:45])[CH:37]=1. The catalyst class is: 148.